This data is from Full USPTO retrosynthesis dataset with 1.9M reactions from patents (1976-2016). The task is: Predict the reactants needed to synthesize the given product. Given the product [CH:22]([N:15]1[C:16]2[CH:21]=[CH:20][CH:19]=[CH:18][C:17]=2[C:11]([C:3]2[CH:2]=[N:1][C:10]3[C:5]([CH:4]=2)=[CH:6][CH:7]=[CH:8][CH:9]=3)=[N:12][CH2:13][CH2:14]1)([CH3:24])[CH3:23], predict the reactants needed to synthesize it. The reactants are: [N:1]1[C:10]2[C:5](=[CH:6][CH:7]=[CH:8][CH:9]=2)[CH:4]=[C:3]([C:11]2[C:17]3[CH:18]=[CH:19][CH:20]=[CH:21][C:16]=3[NH:15][CH2:14][CH2:13][N:12]=2)[CH:2]=1.[CH:22](I)([CH3:24])[CH3:23].C(=O)([O-])[O-].[K+].[K+].O.